Predict the reaction yield, written as a fraction of the theoretical maximum amount of product (1.0 means a 100% yield; for example, 0.34 means a 34% yield). From a dataset of Reaction yield outcomes from USPTO patents with 853,638 reactions. The reactants are [OH:1][C:2]1[CH:3]=[C:4]([C:9]#[C:10][C:11]2[CH:12]=[N:13][CH:14]=[C:15]([CH:18]=2)[C:16]#[N:17])[CH:5]=[CH:6][C:7]=1[F:8].IC.[C:21](=O)([O-])[O-].[K+].[K+]. The catalyst is C(#N)C.C([O-])=O.[Na+]. The product is [F:8][C:7]1[CH:6]=[CH:5][C:4]([C:9]#[C:10][C:11]2[CH:12]=[N:13][CH:14]=[C:15]([CH:18]=2)[C:16]#[N:17])=[CH:3][C:2]=1[O:1][CH3:21]. The yield is 0.440.